This data is from Peptide-MHC class I binding affinity with 185,985 pairs from IEDB/IMGT. The task is: Regression. Given a peptide amino acid sequence and an MHC pseudo amino acid sequence, predict their binding affinity value. This is MHC class I binding data. (1) The peptide sequence is LEIICFHEY. The MHC is HLA-A29:02 with pseudo-sequence HLA-A29:02. The binding affinity (normalized) is 0.345. (2) The peptide sequence is SPRTLNAWV. The MHC is HLA-A33:01 with pseudo-sequence HLA-A33:01. The binding affinity (normalized) is 0. (3) The peptide sequence is SANMDWRSL. The MHC is HLA-A68:02 with pseudo-sequence HLA-A68:02. The binding affinity (normalized) is 0.0624. (4) The peptide sequence is NDEIMRMCH. The MHC is H-2-Kb with pseudo-sequence H-2-Kb. The binding affinity (normalized) is 0.0146. (5) The peptide sequence is KCMSAALKNL. The MHC is HLA-A02:01 with pseudo-sequence HLA-A02:01. The binding affinity (normalized) is 0.321.